Dataset: NCI-60 drug combinations with 297,098 pairs across 59 cell lines. Task: Regression. Given two drug SMILES strings and cell line genomic features, predict the synergy score measuring deviation from expected non-interaction effect. (1) Drug 2: CC1C(C(=O)NC(C(=O)N2CCCC2C(=O)N(CC(=O)N(C(C(=O)O1)C(C)C)C)C)C(C)C)NC(=O)C3=C4C(=C(C=C3)C)OC5=C(C(=O)C(=C(C5=N4)C(=O)NC6C(OC(=O)C(N(C(=O)CN(C(=O)C7CCCN7C(=O)C(NC6=O)C(C)C)C)C)C(C)C)C)N)C. Drug 1: CNC(=O)C1=CC=CC=C1SC2=CC3=C(C=C2)C(=NN3)C=CC4=CC=CC=N4. Synergy scores: CSS=-2.66, Synergy_ZIP=0.478, Synergy_Bliss=-2.94, Synergy_Loewe=-3.61, Synergy_HSA=-4.23. Cell line: NCI/ADR-RES. (2) Cell line: SNB-75. Drug 1: C1=NC2=C(N1)C(=S)N=C(N2)N. Drug 2: C1CN1P(=S)(N2CC2)N3CC3. Synergy scores: CSS=12.0, Synergy_ZIP=-6.23, Synergy_Bliss=-1.32, Synergy_Loewe=-1.75, Synergy_HSA=-0.663. (3) Drug 1: CC1C(C(=O)NC(C(=O)N2CCCC2C(=O)N(CC(=O)N(C(C(=O)O1)C(C)C)C)C)C(C)C)NC(=O)C3=C4C(=C(C=C3)C)OC5=C(C(=O)C(=C(C5=N4)C(=O)NC6C(OC(=O)C(N(C(=O)CN(C(=O)C7CCCN7C(=O)C(NC6=O)C(C)C)C)C)C(C)C)C)N)C. Drug 2: CC1=C(C(=CC=C1)Cl)NC(=O)C2=CN=C(S2)NC3=CC(=NC(=N3)C)N4CCN(CC4)CCO. Cell line: OVCAR-5. Synergy scores: CSS=1.14, Synergy_ZIP=-2.37, Synergy_Bliss=-3.41, Synergy_Loewe=-6.45, Synergy_HSA=-6.40. (4) Drug 1: C1=NC2=C(N1)C(=S)N=CN2. Drug 2: CC1CCC2CC(C(=CC=CC=CC(CC(C(=O)C(C(C(=CC(C(=O)CC(OC(=O)C3CCCCN3C(=O)C(=O)C1(O2)O)C(C)CC4CCC(C(C4)OC)O)C)C)O)OC)C)C)C)OC. Cell line: SK-OV-3. Synergy scores: CSS=16.4, Synergy_ZIP=-2.83, Synergy_Bliss=-1.30, Synergy_Loewe=-1.00, Synergy_HSA=0.0842. (5) Drug 1: CC12CCC3C(C1CCC2=O)CC(=C)C4=CC(=O)C=CC34C. Drug 2: C1CC(=O)NC(=O)C1N2C(=O)C3=CC=CC=C3C2=O. Cell line: HCT-15. Synergy scores: CSS=10.2, Synergy_ZIP=0.246, Synergy_Bliss=-2.29, Synergy_Loewe=-9.82, Synergy_HSA=-2.62. (6) Drug 1: CC1=CC2C(CCC3(C2CCC3(C(=O)C)OC(=O)C)C)C4(C1=CC(=O)CC4)C. Drug 2: CC1CCCC2(C(O2)CC(NC(=O)CC(C(C(=O)C(C1O)C)(C)C)O)C(=CC3=CSC(=N3)C)C)C. Cell line: MOLT-4. Synergy scores: CSS=4.81, Synergy_ZIP=-2.47, Synergy_Bliss=-0.999, Synergy_Loewe=0.913, Synergy_HSA=0.906. (7) Drug 1: CC1=C2C(C(=O)C3(C(CC4C(C3C(C(C2(C)C)(CC1OC(=O)C(C(C5=CC=CC=C5)NC(=O)OC(C)(C)C)O)O)OC(=O)C6=CC=CC=C6)(CO4)OC(=O)C)OC)C)OC. Drug 2: CN(C(=O)NC(C=O)C(C(C(CO)O)O)O)N=O. Cell line: RXF 393. Synergy scores: CSS=48.4, Synergy_ZIP=14.4, Synergy_Bliss=15.1, Synergy_Loewe=-14.5, Synergy_HSA=14.9.